Task: Predict which catalyst facilitates the given reaction.. Dataset: Catalyst prediction with 721,799 reactions and 888 catalyst types from USPTO (1) Reactant: [CH3:1][NH:2][CH:3]1[CH2:8][CH2:7][CH:6]([NH:9][C:10]2[N:11]=[CH:12][N:13]=[C:14]3[C:21]=2[C:20]2[CH2:19][CH2:18][CH2:17][C:16]=2[S:15]3)[CH2:5][CH2:4]1.Cl[CH2:23][C:24]([N:26]1[CH2:31][CH2:30][O:29][CH2:28][CH2:27]1)=[O:25].C(=O)([O-])[O-].[K+].[K+]. Product: [CH3:1][N:2]([CH:3]1[CH2:8][CH2:7][CH:6]([NH:9][C:10]2[N:11]=[CH:12][N:13]=[C:14]3[C:21]=2[C:20]2[CH2:19][CH2:18][CH2:17][C:16]=2[S:15]3)[CH2:5][CH2:4]1)[CH2:23][C:24]([N:26]1[CH2:31][CH2:30][O:29][CH2:28][CH2:27]1)=[O:25]. The catalyst class is: 3. (2) Reactant: [Cl:1][C:2]1[C:3]([CH2:12][N:13]2[C:17]3[CH:18]=[C:19]([O:23][CH2:24][CH2:25][CH2:26][C:27]([O:29]CC)=[O:28])[CH:20]=[C:21]([CH3:22])[C:16]=3[N:15]=[C:14]2[O:32][CH2:33][CH3:34])=[N:4][CH:5]=[C:6]([C:8]([F:11])([F:10])[F:9])[CH:7]=1.[OH-].[Na+].Cl. Product: [Cl:1][C:2]1[C:3]([CH2:12][N:13]2[C:17]3[CH:18]=[C:19]([O:23][CH2:24][CH2:25][CH2:26][C:27]([OH:29])=[O:28])[CH:20]=[C:21]([CH3:22])[C:16]=3[N:15]=[C:14]2[O:32][CH2:33][CH3:34])=[N:4][CH:5]=[C:6]([C:8]([F:9])([F:10])[F:11])[CH:7]=1. The catalyst class is: 14. (3) Reactant: [F:1][C:2]1[CH:7]=[CH:6][C:5]([NH:8][C:9]([C:11]2([C:14]([NH:16][C:17]3[CH:22]=[CH:21][C:20]([O:23][C:24]4[N:29]=[CH:28][N:27]=[C:26]5[N:30](C6CCCCO6)[N:31]=[CH:32][C:25]=45)=[CH:19][CH:18]=3)=[O:15])[CH2:13][CH2:12]2)=[O:10])=[CH:4][CH:3]=1.Cl.O1CCOCC1. Product: [F:1][C:2]1[CH:3]=[CH:4][C:5]([NH:8][C:9]([C:11]2([C:14]([NH:16][C:17]3[CH:18]=[CH:19][C:20]([O:23][C:24]4[N:29]=[CH:28][N:27]=[C:26]5[NH:30][N:31]=[CH:32][C:25]=45)=[CH:21][CH:22]=3)=[O:15])[CH2:13][CH2:12]2)=[O:10])=[CH:6][CH:7]=1. The catalyst class is: 28. (4) Reactant: [CH2:1]([C:3]1[CH2:7][CH:6]=[C:5]([C:8]([CH3:11])([CH3:10])[CH3:9])[CH:4]=1)[CH3:2].CCCCCC.C([Li])CCC.CN1CCN(C)C1=O.[C:31]([C:39]1[CH:44]=[CH:43][CH:42]=[CH:41][CH:40]=1)(=O)[C:32]1[CH:37]=[CH:36][CH:35]=[CH:34][CH:33]=1.Cl. Product: [C:8]([C:5]1[CH:4]=[C:3]([CH2:1][CH3:2])[C:7](=[C:31]([C:39]2[CH:44]=[CH:43][CH:42]=[CH:41][CH:40]=2)[C:32]2[CH:37]=[CH:36][CH:35]=[CH:34][CH:33]=2)[CH:6]=1)([CH3:11])([CH3:10])[CH3:9]. The catalyst class is: 1. (5) Reactant: [C:1]1([C:7]2[N:8]=[CH:9][C:10]([C:19]#[C:20][CH2:21][CH2:22][CH2:23][O:24]C3CCCCO3)=[N:11][C:12]=2[C:13]2[CH:18]=[CH:17][CH:16]=[CH:15][CH:14]=2)[CH:6]=[CH:5][CH:4]=[CH:3][CH:2]=1.C1(C)C=CC(S([O-])(=O)=O)=CC=1.[NH+]1C=CC=CC=1. Product: [C:1]1([C:7]2[N:8]=[CH:9][C:10]([C:19]#[C:20][CH2:21][CH2:22][CH2:23][OH:24])=[N:11][C:12]=2[C:13]2[CH:14]=[CH:15][CH:16]=[CH:17][CH:18]=2)[CH:2]=[CH:3][CH:4]=[CH:5][CH:6]=1. The catalyst class is: 5.